Dataset: Forward reaction prediction with 1.9M reactions from USPTO patents (1976-2016). Task: Predict the product of the given reaction. Given the reactants [CH3:1][NH:2][CH2:3][C:4]1[C:12]2[C:7](=[CH:8][CH:9]=[CH:10][CH:11]=2)[N:6]([CH3:13])[CH:5]=1.CNCC1C=CC2C(=CC=CC=2)C=1CCC.Cl.[CH2:31]([O:38][C:39]([N:41]1[CH2:47][C:46]2[CH:48]=[C:49](/[CH:52]=[CH:53]/[C:54]([OH:56])=O)[CH:50]=[N:51][C:45]=2[NH:44][C:43](=[O:57])[CH2:42]1)=[O:40])[C:32]1[CH:37]=[CH:36][CH:35]=[CH:34][CH:33]=1.Cl.CN1CC2C=C(/C=C/C(O)=O)C=NC=2NC(=O)C1, predict the reaction product. The product is: [CH2:31]([O:38][C:39]([N:41]1[CH2:47][C:46]2[CH:48]=[C:49](/[CH:52]=[CH:53]/[C:54](=[O:56])[N:2]([CH3:1])[CH2:3][C:4]3[C:12]4[C:7](=[CH:8][CH:9]=[CH:10][CH:11]=4)[N:6]([CH3:13])[CH:5]=3)[CH:50]=[N:51][C:45]=2[NH:44][C:43](=[O:57])[CH2:42]1)=[O:40])[C:32]1[CH:37]=[CH:36][CH:35]=[CH:34][CH:33]=1.